Dataset: Full USPTO retrosynthesis dataset with 1.9M reactions from patents (1976-2016). Task: Predict the reactants needed to synthesize the given product. (1) Given the product [CH3:42][N:40]1[CH:41]=[C:37]([C:34]2[CH:35]=[CH:36][C:31]([NH:30][C:3](=[C:20]3[C:24]4[CH:25]=[CH:26][CH:27]=[CH:28][C:23]=4[O:22][C:21]3=[O:29])[C:4]3[CH:9]=[CH:8][C:7]([C:10]4([NH:13][C:14](=[O:19])[O:15][CH2:16][CH:17]=[CH2:18])[CH2:11][CH2:12]4)=[CH:6][CH:5]=3)=[CH:32][CH:33]=2)[N:38]=[CH:39]1, predict the reactants needed to synthesize it. The reactants are: CO[C:3](=[C:20]1[C:24]2[CH:25]=[CH:26][CH:27]=[CH:28][C:23]=2[O:22][C:21]1=[O:29])[C:4]1[CH:9]=[CH:8][C:7]([C:10]2([NH:13][C:14](=[O:19])[O:15][CH2:16][CH:17]=[CH2:18])[CH2:12][CH2:11]2)=[CH:6][CH:5]=1.[NH2:30][C:31]1[CH:36]=[CH:35][C:34]([C:37]2[N:38]=[CH:39][N:40]([CH3:42])[CH:41]=2)=[CH:33][CH:32]=1. (2) Given the product [Cl:32][C:33]1[CH:38]=[C:37]([Cl:39])[CH:36]=[CH:35][C:34]=1[O:18][CH2:19][C:20]1[CH:21]=[C:22]([CH2:30][OH:31])[CH:23]=[C:24]([O:26][CH:27]([CH3:28])[CH3:29])[CH:25]=1, predict the reactants needed to synthesize it. The reactants are: [Si]([O:18][CH2:19][C:20]1[CH:21]=[C:22]([CH2:30][OH:31])[CH:23]=[C:24]([O:26][CH:27]([CH3:29])[CH3:28])[CH:25]=1)(C(C)(C)C)(C1C=CC=CC=1)C1C=CC=CC=1.[Cl:32][C:33]1[CH:38]=[C:37]([Cl:39])[CH:36]=[CH:35][C:34]=1O.C(P(CCCC)CCCC)CCC.N(C(N1CCCCC1)=O)=NC(N1CCCCC1)=O.[F-].C([N+](CCCC)(CCCC)CCCC)CCC.C(=O)([O-])O.[Na+]. (3) Given the product [Cl:12][C:8]1[N:9]=[C:10]([NH2:11])[C:5]2[S:4][CH:3]=[C:2]([C:26]3[CH:25]=[CH:24][CH:23]=[C:22]([N+:19]([O-:21])=[O:20])[CH:27]=3)[C:6]=2[N:7]=1, predict the reactants needed to synthesize it. The reactants are: Br[C:2]1[C:6]2[N:7]=[C:8]([Cl:12])[N:9]=[C:10]([NH2:11])[C:5]=2[S:4][CH:3]=1.C(=O)([O-])[O-].[Na+].[Na+].[N+:19]([C:22]1[CH:23]=[C:24](B(O)O)[CH:25]=[CH:26][CH:27]=1)([O-:21])=[O:20].CC(C1C=C(C(C)C)C(C2C(P(C(C)(C)C)C(C)(C)C)=CC=CC=2)=C(C(C)C)C=1)C. (4) Given the product [NH2:10][C:9]1[C:3]2[C:2](=[N:7][CH:6]=[C:5]([Br:8])[N:4]=2)[S:32][C:31]=1[C:30]([NH:29][C:24]1[CH:23]=[C:22]([NH:21][C:19](=[O:20])[C:18]2[CH:34]=[CH:35][CH:36]=[C:16]([C:13]([C:11]#[N:12])([CH3:14])[CH3:15])[CH:17]=2)[CH:27]=[CH:26][C:25]=1[CH3:28])=[O:33], predict the reactants needed to synthesize it. The reactants are: Br[C:2]1[C:3]([C:9]#[N:10])=[N:4][C:5]([Br:8])=[CH:6][N:7]=1.[C:11]([C:13]([C:16]1[CH:17]=[C:18]([CH:34]=[CH:35][CH:36]=1)[C:19]([NH:21][C:22]1[CH:27]=[CH:26][C:25]([CH3:28])=[C:24]([NH:29][C:30](=[O:33])[CH2:31][SH:32])[CH:23]=1)=[O:20])([CH3:15])[CH3:14])#[N:12].C(=O)([O-])[O-].[K+].[K+]. (5) Given the product [O:58]=[C:59]1[NH:60][CH2:61][CH2:62][N:63]([C:22]([C:21]2[CH:20]=[CH:19][C:18]([C:15]3[CH:16]=[CH:17][C:12]4[N:13]([C:9]([C:6]5[CH:7]=[CH:8][C:3]([C:1]#[N:2])=[CH:4][CH:5]=5)=[CH:10][N:11]=4)[CH:14]=3)=[CH:26][CH:25]=2)=[O:24])[CH2:64]1, predict the reactants needed to synthesize it. The reactants are: [C:1]([C:3]1[CH:8]=[CH:7][C:6]([C:9]2[N:13]3[CH:14]=[C:15]([C:18]4[CH:26]=[CH:25][C:21]([C:22]([OH:24])=O)=[CH:20][CH:19]=4)[CH:16]=[CH:17][C:12]3=[N:11][CH:10]=2)=[CH:5][CH:4]=1)#[N:2].CN(C(ON1N=NC2C=CC=NC1=2)=[N+](C)C)C.F[P-](F)(F)(F)(F)F.CN1CCOCC1.[O:58]=[C:59]1[CH2:64][NH:63][CH2:62][CH2:61][NH:60]1. (6) Given the product [CH2:1]([N:8]1[C:13](=[O:14])[C:12]2[C:15]([CH3:18])=[N:16][S:17][C:11]=2[N:10]=[C:9]1[CH:19]([N:23]([CH2:33][CH2:34][CH:35]=[O:36])[C:24](=[O:32])[C:25]1[CH:26]=[CH:27][C:28]([Br:31])=[CH:29][CH:30]=1)[CH:20]([CH3:22])[CH3:21])[C:2]1[CH:7]=[CH:6][CH:5]=[CH:4][CH:3]=1, predict the reactants needed to synthesize it. The reactants are: [CH2:1]([N:8]1[C:13](=[O:14])[C:12]2[C:15]([CH3:18])=[N:16][S:17][C:11]=2[N:10]=[C:9]1[CH:19]([N:23]([CH2:33][CH2:34][CH:35]1OCC[O:36]1)[C:24](=[O:32])[C:25]1[CH:30]=[CH:29][C:28]([Br:31])=[CH:27][CH:26]=1)[CH:20]([CH3:22])[CH3:21])[C:2]1[CH:7]=[CH:6][CH:5]=[CH:4][CH:3]=1.C([O-])(O)=O.[Na+]. (7) The reactants are: C[O:2][C:3]([C:5]1[CH:10]=[CH:9][C:8](=[O:11])[N:7]([CH2:12][C:13]2[CH:18]=[CH:17][CH:16]=[CH:15][CH:14]=2)[C:6]=1[CH2:19][N:20]([CH2:31][C:32]([O:34][CH3:35])=[O:33])S(C1C=CC(C)=CC=1)(=O)=O)=O.C[O-].[Na+].[NH4+].[Cl-].Cl. Given the product [CH3:35][O:34][C:32]([C:31]1[C:3]([OH:2])=[C:5]2[C:6](=[CH:19][N:20]=1)[N:7]([CH2:12][C:13]1[CH:18]=[CH:17][CH:16]=[CH:15][CH:14]=1)[C:8](=[O:11])[CH:9]=[CH:10]2)=[O:33], predict the reactants needed to synthesize it.